This data is from Peptide-MHC class II binding affinity with 134,281 pairs from IEDB. The task is: Regression. Given a peptide amino acid sequence and an MHC pseudo amino acid sequence, predict their binding affinity value. This is MHC class II binding data. (1) The peptide sequence is RMGDVVCNAAMLIKQ. The MHC is DRB1_0101 with pseudo-sequence DRB1_0101. The binding affinity (normalized) is 0.859. (2) The peptide sequence is EKKYFAATQFEPLAH. The MHC is DRB1_1001 with pseudo-sequence DRB1_1001. The binding affinity (normalized) is 0.714. (3) The peptide sequence is AAATAGTTVYGAKAA. The MHC is HLA-DQA10401-DQB10402 with pseudo-sequence HLA-DQA10401-DQB10402. The binding affinity (normalized) is 0.342. (4) The MHC is DRB1_0301 with pseudo-sequence DRB1_0301. The peptide sequence is EVVNDVSTFSSGLVW. The binding affinity (normalized) is 0.365. (5) The peptide sequence is AEHQAIISDVLTASD. The MHC is DRB1_0301 with pseudo-sequence DRB1_0301. The binding affinity (normalized) is 0.496. (6) The peptide sequence is TPESATPFPHRKGVL. The MHC is HLA-DPA10201-DPB11401 with pseudo-sequence HLA-DPA10201-DPB11401. The binding affinity (normalized) is 0.0153. (7) The MHC is HLA-DPA10201-DPB10101 with pseudo-sequence HLA-DPA10201-DPB10101. The peptide sequence is YKDVDKPPFSGMTGC. The binding affinity (normalized) is 0.0733. (8) The peptide sequence is VIPEGWKADTAYESK. The MHC is HLA-DQA10102-DQB10502 with pseudo-sequence HLA-DQA10102-DQB10502. The binding affinity (normalized) is 0.268. (9) The peptide sequence is NNEVLRLADELRQEQGN. The MHC is DRB1_0405 with pseudo-sequence DRB1_0405. The binding affinity (normalized) is 0.0659.